This data is from Reaction yield outcomes from USPTO patents with 853,638 reactions. The task is: Predict the reaction yield, written as a fraction of the theoretical maximum amount of product (1.0 means a 100% yield; for example, 0.34 means a 34% yield). (1) The reactants are [Br:1][C:2]1[CH:7]=[CH:6][C:5]([NH:8][C:9]2[S:10][C:11]3[CH:17]=[CH:16][CH:15]=[C:14](C)[C:12]=3[N:13]=2)=[C:4]([F:19])[CH:3]=1.BrC1C=CC(NC2SC3C=C(OC(F)(F)[F:39])C=CC=3N=2)=C(F)C=1.ClC1SC2C=C(F)C=CC=2N=1.FC1C=C(Br)C=CC=1N. No catalyst specified. The product is [Br:1][C:2]1[CH:7]=[CH:6][C:5]([NH:8][C:9]2[S:10][C:11]3[CH:17]=[C:16]([F:39])[CH:15]=[CH:14][C:12]=3[N:13]=2)=[C:4]([F:19])[CH:3]=1. The yield is 0.780. (2) The reactants are [Cl:1][C:2]1[CH:3]=[C:4]([CH2:9][CH2:10][C:11]([NH2:13])=[O:12])[CH:5]=[CH:6][C:7]=1[Cl:8].[CH2:14]([SnH:18]([CH2:23][CH2:24][CH2:25][CH3:26])[CH2:19][CH2:20][CH2:21][CH3:22])[CH2:15][CH2:16][CH3:17]. The catalyst is O1CCCC1. The product is [CH2:23]([Sn:18]([CH2:14][CH2:15][CH2:16][CH3:17])([CH2:19][CH2:20][CH2:21][CH3:22])/[C:10](=[CH:9]/[C:4]1[CH:5]=[CH:6][C:7]([Cl:8])=[C:2]([Cl:1])[CH:3]=1)/[C:11]([NH2:13])=[O:12])[CH2:24][CH2:25][CH3:26]. The yield is 0.240. (3) The catalyst is OS(O)(=O)=O.O. The reactants are N([O-])=O.[Na+].N[C:6]1[CH:19]=[CH:18][C:9]2[CH2:10][CH2:11][N:12]([C:15](=[O:17])[CH3:16])[CH2:13][CH2:14][C:8]=2[CH:7]=1.[C:20]([Cu])#[N:21].[C-]#N.[Na+]. The yield is 0.630. The product is [C:20]([C:6]1[CH:19]=[CH:18][C:9]2[CH2:10][CH2:11][N:12]([C:15](=[O:17])[CH3:16])[CH2:13][CH2:14][C:8]=2[CH:7]=1)#[N:21]. (4) The reactants are ClC(N(C)C)=C(C)C.[CH3:9][O:10][C:11]1[CH:19]=[CH:18][C:14]([C:15]([OH:17])=O)=[CH:13][CH:12]=1.[NH2:20][C:21]1[N:25](C(OC(C)(C)C)=O)[N:24]=[C:23]([CH2:33][CH2:34][C:35]2[CH:40]=[C:39]([O:41][CH3:42])[CH:38]=[C:37]([O:43][CH3:44])[CH:36]=2)[CH:22]=1.N1C=CC=CC=1.C(O)(C(F)(F)F)=O. The catalyst is C(Cl)Cl. The product is [CH3:42][O:41][C:39]1[CH:40]=[C:35]([CH2:34][CH2:33][C:23]2[CH:22]=[C:21]([NH:20][C:15](=[O:17])[C:14]3[CH:13]=[CH:12][C:11]([O:10][CH3:9])=[CH:19][CH:18]=3)[NH:25][N:24]=2)[CH:36]=[C:37]([O:43][CH3:44])[CH:38]=1. The yield is 0.520. (5) The reactants are [F:1][C:2]1[CH:7]=[CH:6][CH:5]=[C:4]([F:8])[C:3]=1[C:9]1[NH:10][C:11]2[CH:17]=[CH:16][CH:15]=[CH:14][C:12]=2[N:13]=1.[F:18][C:19]1[CH:24]=[CH:23][CH:22]=[C:21]([F:25])[C:20]=1[C:26]1C=CC=CC=1CBr.[H-].[Na+]. The catalyst is C1COCC1. The product is [F:18][C:19]1[CH:24]=[CH:23][CH:22]=[C:21]([F:25])[C:20]=1[CH2:26][N:13]1[C:12]2[CH:14]=[CH:15][CH:16]=[CH:17][C:11]=2[N:10]=[C:9]1[C:3]1[C:4]([F:8])=[CH:5][CH:6]=[CH:7][C:2]=1[F:1]. The yield is 0.850. (6) The reactants are [NH2:1][CH:2]([CH2:5][OH:6])[CH2:3][OH:4].[CH3:7][O-:8].[Na+].CO[C:12]([C:14]1[CH:19]=[C:18]([NH2:20])[CH:17]=[C:16]([C:21]([O:23]C)=O)[CH:15]=1)=[O:13]. The catalyst is CO. The product is [NH2:20][C:18]1[CH:19]=[C:14]([C:12]([NH:1][CH:2]([CH2:3][OH:4])[CH2:7][OH:8])=[O:13])[CH:15]=[C:16]([C:21]([NH:1][CH:2]([CH2:5][OH:6])[CH2:3][OH:4])=[O:23])[CH:17]=1. The yield is 0.930.